From a dataset of NCI-60 drug combinations with 297,098 pairs across 59 cell lines. Regression. Given two drug SMILES strings and cell line genomic features, predict the synergy score measuring deviation from expected non-interaction effect. (1) Drug 1: CC1OCC2C(O1)C(C(C(O2)OC3C4COC(=O)C4C(C5=CC6=C(C=C35)OCO6)C7=CC(=C(C(=C7)OC)O)OC)O)O. Drug 2: C(CCl)NC(=O)N(CCCl)N=O. Cell line: A498. Synergy scores: CSS=24.8, Synergy_ZIP=-6.54, Synergy_Bliss=0.290, Synergy_Loewe=-15.1, Synergy_HSA=-0.543. (2) Drug 1: C1CCN(CC1)CCOC2=CC=C(C=C2)C(=O)C3=C(SC4=C3C=CC(=C4)O)C5=CC=C(C=C5)O. Drug 2: CCC1=C2CN3C(=CC4=C(C3=O)COC(=O)C4(CC)O)C2=NC5=C1C=C(C=C5)O. Cell line: MOLT-4. Synergy scores: CSS=69.1, Synergy_ZIP=3.29, Synergy_Bliss=2.86, Synergy_Loewe=2.95, Synergy_HSA=3.73.